From a dataset of hERG potassium channel inhibition data for cardiac toxicity prediction from Karim et al.. Regression/Classification. Given a drug SMILES string, predict its toxicity properties. Task type varies by dataset: regression for continuous values (e.g., LD50, hERG inhibition percentage) or binary classification for toxic/non-toxic outcomes (e.g., AMES mutagenicity, cardiotoxicity, hepatotoxicity). Dataset: herg_karim. (1) The compound is O=C(NCc1ccc(F)cc1)N(c1ccc(Cl)cc1)C1CCN(Cc2ccncc2)CC1. The result is 1 (blocker). (2) The molecule is COc1ccc([C@H](C)N[C@@H]2CC[C@@H](C(=O)N3CCC(C(=O)N4CCCC4)(c4ccccc4)CC3)C(C)(C)C2)cc1. The result is 1 (blocker). (3) The compound is [H]/N=C(\OCC)c1ccc(-c2ccc3cc(CCN4CCC[C@H]4C)ccc3n2)s1. The result is 1 (blocker). (4) The compound is CCc1c(CCN2CCN(C(=O)Cc3ccc(-n4cnnn4)cc3)CC2)ccc2c1COC2=O. The result is 0 (non-blocker).